This data is from Full USPTO retrosynthesis dataset with 1.9M reactions from patents (1976-2016). The task is: Predict the reactants needed to synthesize the given product. (1) Given the product [Br:1][C:2]1[CH:3]=[C:4]([NH:23][CH2:24][C:25]2[NH:26][CH:27]=[N:34][C:30]=2[CH2:29][CH3:28])[CH:5]=[C:6]2[C:11]=1[N:10]=[CH:9][C:8]([C:12]#[N:13])=[C:7]2[NH:14][C:15]1[CH:20]=[CH:19][C:18]([F:21])=[C:17]([Cl:22])[CH:16]=1, predict the reactants needed to synthesize it. The reactants are: [Br:1][C:2]1[CH:3]=[C:4]([NH:23][CH2:24][C:25]2[CH:30]=[CH:29][CH:28]=[CH:27][N:26]=2)[CH:5]=[C:6]2[C:11]=1[N:10]=[CH:9][C:8]([C:12]#[N:13])=[C:7]2[NH:14][C:15]1[CH:20]=[CH:19][C:18]([F:21])=[C:17]([Cl:22])[CH:16]=1.C(C1[N:34]=CNC=1C=O)C.[BH3-]C#N.[Na+]. (2) Given the product [F:2][C:3]1[CH:8]=[CH:7][C:6]([CH:9]([C:17]2[CH:18]=[CH:19][C:20]([F:23])=[CH:21][CH:22]=2)[CH:10]2[C:15](=[O:16])[CH2:14][CH2:13][N:12]([CH2:26][C:27]3[CH:28]=[N:29][CH:30]=[CH:31][CH:32]=3)[CH2:11]2)=[CH:5][CH:4]=1, predict the reactants needed to synthesize it. The reactants are: Cl.[F:2][C:3]1[CH:8]=[CH:7][C:6]([CH:9]([C:17]2[CH:22]=[CH:21][C:20]([F:23])=[CH:19][CH:18]=2)[CH:10]2[C:15](=[O:16])[CH2:14][CH2:13][NH:12][CH2:11]2)=[CH:5][CH:4]=1.Cl.Cl[CH2:26][C:27]1[CH:28]=[N:29][CH:30]=[CH:31][CH:32]=1.C(=O)([O-])[O-].[K+].[K+].